From a dataset of Peptide-MHC class I binding affinity with 185,985 pairs from IEDB/IMGT. Regression. Given a peptide amino acid sequence and an MHC pseudo amino acid sequence, predict their binding affinity value. This is MHC class I binding data. The peptide sequence is LEACYNTCY. The MHC is Mamu-A11 with pseudo-sequence Mamu-A11. The binding affinity (normalized) is 0.